This data is from Reaction yield outcomes from USPTO patents with 853,638 reactions. The task is: Predict the reaction yield, written as a fraction of the theoretical maximum amount of product (1.0 means a 100% yield; for example, 0.34 means a 34% yield). (1) The reactants are [CH3:1][C:2]1[CH:7]=[C:6]([C:8]2[CH:13]=[CH:12][C:11]([CH2:14][N:15]3[CH2:20][CH2:19][NH:18][CH2:17][CH2:16]3)=[C:10]([CH3:21])[CH:9]=2)[CH:5]=[C:4]([CH3:22])[N:3]=1.[C:23](=O)([O:32]N1C(=O)CCC1=O)[O:24][N:25]1[C:29](=[O:30])[CH2:28][CH2:27][C:26]1=[O:31].C(N(CC)CC)C. The catalyst is CC#N. The product is [CH3:22][C:4]1[CH:5]=[C:6]([C:8]2[CH:13]=[CH:12][C:11]([CH2:14][N:15]3[CH2:20][CH2:19][N:18]([C:23]([O:24][N:25]4[C:29](=[O:30])[CH2:28][CH2:27][C:26]4=[O:31])=[O:32])[CH2:17][CH2:16]3)=[C:10]([CH3:21])[CH:9]=2)[CH:7]=[C:2]([CH3:1])[N:3]=1. The yield is 0.410. (2) The reactants are [Cl:1][C:2]1[C:10]2[N:9]=[C:8]3[N:11]([C:15]4[CH:20]=[CH:19][C:18]([Cl:21])=[CH:17][C:16]=4[Cl:22])[CH2:12][CH2:13][CH2:14][N:7]3[C:6]=2[C:5]([CH:23]([OH:28])[C:24]([F:27])([F:26])[F:25])=[CH:4][CH:3]=1.C(OC=C)(=O)C.C(=O)([O-])[O-].[Na+].[Na+].C([Zn]CC)C.CCC[CH2:49][CH2:50][CH3:51].ICI. The catalyst is ClC1C=CC=CC=1Cl.C(OCC)(=O)C. The product is [Cl:1][C:2]1[C:10]2[N:9]=[C:8]3[N:11]([C:15]4[CH:20]=[CH:19][C:18]([Cl:21])=[CH:17][C:16]=4[Cl:22])[CH2:12][CH2:13][CH2:14][N:7]3[C:6]=2[C:5]([CH:23]([O:28][CH:49]2[CH2:50][CH2:51]2)[C:24]([F:25])([F:26])[F:27])=[CH:4][CH:3]=1. The yield is 0.370. (3) The reactants are Br[C:2]1[CH:7]=[CH:6][C:5]([N:8]2[C:13]([CH3:14])=[CH:12][C:11](=[O:15])[N:10]=[C:9]2[CH2:16][C@@H:17]2[CH2:21][CH2:20][N:19]([C:22]([CH:24]3[CH2:26][CH2:25]3)=[O:23])[CH2:18]2)=[CH:4][CH:3]=1.BrC1C=CC(N2C(=O)C=C(C)N=C2C[C@@H]2CCN(C(C3CC3)=O)C2)=CC=1.CC1(C)C(C)(C)OB([C:61]2[CH:62]=[CH:63][C:64]3[O:68][CH:67]=[CH:66][C:65]=3[CH:69]=2)O1.C(=O)([O-])[O-].[K+].[K+]. The catalyst is O1CCOCC1.O.C1C=CC([P]([Pd]([P](C2C=CC=CC=2)(C2C=CC=CC=2)C2C=CC=CC=2)([P](C2C=CC=CC=2)(C2C=CC=CC=2)C2C=CC=CC=2)[P](C2C=CC=CC=2)(C2C=CC=CC=2)C2C=CC=CC=2)(C2C=CC=CC=2)C2C=CC=CC=2)=CC=1.C(#N)C. The product is [O:68]1[C:64]2[CH:63]=[CH:62][C:61]([C:2]3[CH:3]=[CH:4][C:5]([N:8]4[C:13]([CH3:14])=[CH:12][C:11](=[O:15])[N:10]=[C:9]4[CH2:16][C@@H:17]4[CH2:21][CH2:20][N:19]([C:22]([CH:24]5[CH2:26][CH2:25]5)=[O:23])[CH2:18]4)=[CH:6][CH:7]=3)=[CH:69][C:65]=2[CH:66]=[CH:67]1. The yield is 0.321. (4) The reactants are CS(C)=O.C(Cl)(=O)C(Cl)=O.[Si:11]([O:18][CH2:19][C:20]1([CH2:23][OH:24])[CH2:22][CH2:21]1)([C:14]([CH3:17])([CH3:16])[CH3:15])([CH3:13])[CH3:12].CCN(C(C)C)C(C)C. The catalyst is C(Cl)Cl. The product is [Si:11]([O:18][CH2:19][C:20]1([CH:23]=[O:24])[CH2:21][CH2:22]1)([C:14]([CH3:17])([CH3:16])[CH3:15])([CH3:13])[CH3:12]. The yield is 0.660. (5) The reactants are [OH-].[Na+].[CH3:3][O:4][C:5](=[O:40])[CH2:6][C:7]1[CH:8]=[C:9](C2C=CC(C(CC)(C3C=CC(/C=C/C(CC)(O)CC)=C(C)C=3)CC)=CC=2)[CH:10]=[C:11]([F:13])[CH:12]=1.[Cl-:41].[NH4+]. The catalyst is CO.O1CCCC1. The product is [CH3:3][O:4][C:5](=[O:40])[CH2:6][C:7]1[CH:12]=[C:11]([F:13])[CH:10]=[C:9]([Cl:41])[CH:8]=1. The yield is 0.680. (6) The reactants are Cl.[CH3:2][O:3][C:4]1[CH:9]=[C:8]([CH3:10])[CH:7]=[CH:6][C:5]=1[CH2:11][NH2:12].C(N(CC)CC)C.Cl[C:21](=[O:27])[C:22]([O:24]CC)=O.[CH3:28][C:29]1[CH:30]=[CH:31][C:32]([CH2:35][CH2:36][NH2:37])=[N:33][CH:34]=1. The catalyst is C(#N)C. The product is [CH3:2][O:3][C:4]1[CH:9]=[C:8]([CH3:10])[CH:7]=[CH:6][C:5]=1[CH2:11][NH:12][C:22](=[O:24])[C:21]([NH:37][CH2:36][CH2:35][C:32]1[CH:31]=[CH:30][C:29]([CH3:28])=[CH:34][N:33]=1)=[O:27]. The yield is 0.300. (7) The reactants are [CH2:1]([N:8]1[CH2:13][CH2:12][N:11]([CH2:14][CH2:15][CH2:16][CH2:17][N:18]2C(=O)C3C(=CC=CC=3)C2=O)[CH2:10][CH2:9]1)[C:2]1[CH:7]=[CH:6][CH:5]=[CH:4][CH:3]=1.O.NN. The catalyst is C(O)C. The product is [CH2:1]([N:8]1[CH2:9][CH2:10][N:11]([CH2:14][CH2:15][CH2:16][CH2:17][NH2:18])[CH2:12][CH2:13]1)[C:2]1[CH:3]=[CH:4][CH:5]=[CH:6][CH:7]=1. The yield is 1.00. (8) The reactants are Cl.Cl.[NH2:3][C@@H:4]([C:7]1[CH:12]=[CH:11][C:10]([F:13])=[CH:9][N:8]=1)[CH2:5][OH:6].[OH-].[K+].[C:16](=O)(OC(Cl)(Cl)Cl)[O:17]C(Cl)(Cl)Cl.[OH-].[Na+]. The catalyst is O.C(OCC)(=O)C.C1COCC1. The product is [F:13][C:10]1[CH:11]=[CH:12][C:7]([C@H:4]2[CH2:5][O:6][C:16](=[O:17])[NH:3]2)=[N:8][CH:9]=1. The yield is 0.550. (9) The reactants are [Cl:1][C:2]1[CH:12]=[CH:11][CH:10]=[CH:9][C:3]=1[C@@H:4]([OH:8])[C:5]([OH:7])=[O:6].P(=O)(Cl)(Cl)Cl.[CH3:18]O. No catalyst specified. The product is [Cl:1][C:2]1[CH:12]=[CH:11][CH:10]=[CH:9][C:3]=1[C@@H:4]([OH:8])[C:5]([O:7][CH3:18])=[O:6]. The yield is 0.950.